This data is from NCI-60 drug combinations with 297,098 pairs across 59 cell lines. The task is: Regression. Given two drug SMILES strings and cell line genomic features, predict the synergy score measuring deviation from expected non-interaction effect. (1) Drug 1: C(=O)(N)NO. Drug 2: CCCCCOC(=O)NC1=NC(=O)N(C=C1F)C2C(C(C(O2)C)O)O. Cell line: RPMI-8226. Synergy scores: CSS=26.9, Synergy_ZIP=-7.12, Synergy_Bliss=-4.09, Synergy_Loewe=-0.923, Synergy_HSA=-1.10. (2) Drug 1: CN1CCC(CC1)COC2=C(C=C3C(=C2)N=CN=C3NC4=C(C=C(C=C4)Br)F)OC. Drug 2: CN(C)N=NC1=C(NC=N1)C(=O)N. Cell line: RPMI-8226. Synergy scores: CSS=5.47, Synergy_ZIP=-0.520, Synergy_Bliss=9.28, Synergy_Loewe=1.61, Synergy_HSA=3.22. (3) Drug 1: CC1=C(C(CCC1)(C)C)C=CC(=CC=CC(=CC(=O)O)C)C. Drug 2: CC12CCC3C(C1CCC2O)C(CC4=C3C=CC(=C4)O)CCCCCCCCCS(=O)CCCC(C(F)(F)F)(F)F. Cell line: MCF7. Synergy scores: CSS=23.8, Synergy_ZIP=0.0837, Synergy_Bliss=-0.699, Synergy_Loewe=3.30, Synergy_HSA=4.35. (4) Drug 1: CC1OCC2C(O1)C(C(C(O2)OC3C4COC(=O)C4C(C5=CC6=C(C=C35)OCO6)C7=CC(=C(C(=C7)OC)O)OC)O)O. Drug 2: CC1=C(N=C(N=C1N)C(CC(=O)N)NCC(C(=O)N)N)C(=O)NC(C(C2=CN=CN2)OC3C(C(C(C(O3)CO)O)O)OC4C(C(C(C(O4)CO)O)OC(=O)N)O)C(=O)NC(C)C(C(C)C(=O)NC(C(C)O)C(=O)NCCC5=NC(=CS5)C6=NC(=CS6)C(=O)NCCC[S+](C)C)O. Cell line: MOLT-4. Synergy scores: CSS=80.4, Synergy_ZIP=9.32, Synergy_Bliss=9.13, Synergy_Loewe=-0.977, Synergy_HSA=7.52. (5) Drug 2: C1C(C(OC1N2C=NC3=C2NC=NCC3O)CO)O. Cell line: ACHN. Drug 1: C1=CC(=CC=C1C#N)C(C2=CC=C(C=C2)C#N)N3C=NC=N3. Synergy scores: CSS=-4.96, Synergy_ZIP=3.54, Synergy_Bliss=1.02, Synergy_Loewe=-1.98, Synergy_HSA=-4.41. (6) Drug 2: CC12CCC3C(C1CCC2O)C(CC4=C3C=CC(=C4)O)CCCCCCCCCS(=O)CCCC(C(F)(F)F)(F)F. Drug 1: CN(C)N=NC1=C(NC=N1)C(=O)N. Synergy scores: CSS=0.963, Synergy_ZIP=-0.341, Synergy_Bliss=-0.0737, Synergy_Loewe=-0.128, Synergy_HSA=-1.80. Cell line: SNB-75.